Dataset: Forward reaction prediction with 1.9M reactions from USPTO patents (1976-2016). Task: Predict the product of the given reaction. Given the reactants [F:1][C:2]([F:25])([F:24])[C:3]1[CH:8]=[CH:7][CH:6]=[CH:5][C:4]=1[N:9]1[CH2:13][CH:12]2[CH2:14][N:15](C(OC(C)(C)C)=O)[CH2:16][CH:11]2[CH2:10]1.O1CCOCC1.[ClH:32], predict the reaction product. The product is: [ClH:32].[F:24][C:2]([F:1])([F:25])[C:3]1[CH:8]=[CH:7][CH:6]=[CH:5][C:4]=1[N:9]1[CH2:10][CH:11]2[CH:12]([CH2:14][NH:15][CH2:16]2)[CH2:13]1.